Dataset: Catalyst prediction with 721,799 reactions and 888 catalyst types from USPTO. Task: Predict which catalyst facilitates the given reaction. (1) Reactant: [CH2:1]([C:3]1[CH:4]=[N:5][CH:6]=[C:7]([CH2:11][CH3:12])[C:8]=1[CH2:9]O)[CH3:2].[Br:13]P(Br)Br. Product: [Br:13][CH2:9][C:8]1[C:3]([CH2:1][CH3:2])=[CH:4][N:5]=[CH:6][C:7]=1[CH2:11][CH3:12]. The catalyst class is: 22. (2) Reactant: Br[CH2:2][CH2:3][CH2:4][N:5]1[C:9]2[CH:10]=[CH:11][CH:12]=[CH:13][C:8]=2[N:7]([C:14]2[CH:19]=[CH:18][CH:17]=[CH:16][C:15]=2[F:20])[S:6]1(=[O:22])=[O:21].C(=O)([O-])[O-].[K+].[K+].[NH:29]1[CH2:34][CH2:33][CH:32]([NH:35][C:36](=[O:42])[O:37][C:38]([CH3:41])([CH3:40])[CH3:39])[CH2:31][CH2:30]1. Product: [F:20][C:15]1[CH:16]=[CH:17][CH:18]=[CH:19][C:14]=1[N:7]1[C:8]2[CH:13]=[CH:12][CH:11]=[CH:10][C:9]=2[N:5]([CH2:4][CH2:3][CH2:2][N:29]2[CH2:30][CH2:31][CH:32]([NH:35][C:36](=[O:42])[O:37][C:38]([CH3:40])([CH3:39])[CH3:41])[CH2:33][CH2:34]2)[S:6]1(=[O:22])=[O:21]. The catalyst class is: 18.